Dataset: Forward reaction prediction with 1.9M reactions from USPTO patents (1976-2016). Task: Predict the product of the given reaction. (1) Given the reactants [C:1]1(=O)[CH2:5][CH2:4][C:3](=[O:6])[CH2:2]1.[F:8][C:9]([F:36])([F:35])[C:10]1[CH:11]=[C:12]([C@H:20]([O:22][C@@H:23]2[C@@H:27]([C:28]3[CH:33]=[CH:32][C:31]([F:34])=[CH:30][CH:29]=3)[CH2:26][NH:25][CH2:24]2)[CH3:21])[CH:13]=[C:14]([C:16]([F:19])([F:18])[F:17])[CH:15]=1.CC1C=CC(S(O)(=O)=O)=CC=1, predict the reaction product. The product is: [F:36][C:9]([F:8])([F:35])[C:10]1[CH:11]=[C:12]([C@H:20]([O:22][C@@H:23]2[C@@H:27]([C:28]3[CH:29]=[CH:30][C:31]([F:34])=[CH:32][CH:33]=3)[CH2:26][N:25]([C:1]3[CH2:5][CH2:4][C:3](=[O:6])[CH:2]=3)[CH2:24]2)[CH3:21])[CH:13]=[C:14]([C:16]([F:18])([F:19])[F:17])[CH:15]=1. (2) Given the reactants [CH2:1]([O:3][C:4]1[CH:9]=[CH:8][C:7](B(O)O)=[CH:6][CH:5]=1)[CH3:2].Br[C:14]1[CH:15]=[C:16]([CH:18]=[CH:19][CH:20]=1)[NH2:17].C([O-])([O-])=O.[Na+].[Na+], predict the reaction product. The product is: [CH2:1]([O:3][C:4]1[CH:9]=[CH:8][C:7]([C:14]2[CH:20]=[CH:19][CH:18]=[C:16]([NH2:17])[CH:15]=2)=[CH:6][CH:5]=1)[CH3:2]. (3) Given the reactants C([Li])CCC.CCCCCC.Cl[CH2:13][CH2:14][I:15].[CH3:16][O:17][C:18]1C=C[C:21]([C:24]([F:27])([F:26])[F:25])=[N:22][CH:23]=1, predict the reaction product. The product is: [I:15][C:14]1[C:18]([O:17][CH3:16])=[CH:23][N:22]=[C:21]([C:24]([F:27])([F:26])[F:25])[CH:13]=1. (4) Given the reactants C([O-])=O.[NH4+].[CH3:5][O:6][C:7](=[O:33])[C@H:8]([NH:22][C:23]([O:25][CH2:26][C:27]1[CH:32]=[CH:31][CH:30]=[CH:29][CH:28]=1)=[O:24])[CH2:9][C:10]1[CH:15]=[CH:14][C:13]([N+:16]([O-])=O)=[C:12]([N+:19]([O-])=O)[CH:11]=1, predict the reaction product. The product is: [CH3:5][O:6][C:7](=[O:33])[C@H:8]([NH:22][C:23]([O:25][CH2:26][C:27]1[CH:32]=[CH:31][CH:30]=[CH:29][CH:28]=1)=[O:24])[CH2:9][C:10]1[CH:15]=[CH:14][C:13]([NH2:16])=[C:12]([NH2:19])[CH:11]=1. (5) Given the reactants [Cl:1][C:2]1[CH:7]=[CH:6][C:5]([CH2:8][C@@H:9]([NH:35]C(=O)OC(C)(C)C)[C:10]([N:12]2[CH2:17][CH2:16][N:15]([C:18]3[C:23]([C:24]4[CH:29]=[CH:28][CH:27]=[C:26]([O:30][CH3:31])[CH:25]=4)=[CH:22][N:21]=[C:20]4[NH:32][CH:33]=[CH:34][C:19]=34)[CH2:14][CH2:13]2)=[O:11])=[CH:4][CH:3]=1.C(O)(C(F)(F)F)=O.C1(N)C(F)=C(F)C(F)=C(N)C=1F.Cl.Cl, predict the reaction product. The product is: [NH2:35][C@H:9]([CH2:8][C:5]1[CH:4]=[CH:3][C:2]([Cl:1])=[CH:7][CH:6]=1)[C:10]([N:12]1[CH2:17][CH2:16][N:15]([C:18]2[C:23]([C:24]3[CH:29]=[CH:28][CH:27]=[C:26]([O:30][CH3:31])[CH:25]=3)=[CH:22][N:21]=[C:20]3[NH:32][CH:33]=[CH:34][C:19]=23)[CH2:14][CH2:13]1)=[O:11].